From a dataset of Peptide-MHC class I binding affinity with 185,985 pairs from IEDB/IMGT. Regression. Given a peptide amino acid sequence and an MHC pseudo amino acid sequence, predict their binding affinity value. This is MHC class I binding data. (1) The peptide sequence is NSKVQIGEY. The MHC is HLA-A30:02 with pseudo-sequence HLA-A30:02. The binding affinity (normalized) is 0.626. (2) The peptide sequence is AEISGSSPIL. The binding affinity (normalized) is 0.105. The MHC is HLA-A30:01 with pseudo-sequence HLA-A30:01. (3) The peptide sequence is LTMQRLLANH. The MHC is HLA-A31:01 with pseudo-sequence HLA-A31:01. The binding affinity (normalized) is 0.304. (4) The peptide sequence is AVPQVLGGL. The MHC is HLA-B51:01 with pseudo-sequence HLA-B51:01. The binding affinity (normalized) is 0.0847.